The task is: Regression/Classification. Given a drug SMILES string, predict its absorption, distribution, metabolism, or excretion properties. Task type varies by dataset: regression for continuous measurements (e.g., permeability, clearance, half-life) or binary classification for categorical outcomes (e.g., BBB penetration, CYP inhibition). Dataset: cyp2c9_substrate_carbonmangels.. This data is from CYP2C9 substrate classification data from Carbon-Mangels et al.. (1) The result is 0 (non-substrate). The drug is N#Cc1ccc(C(c2ccc(C#N)cc2)n2cncn2)cc1. (2) The molecule is CN1C[C@H](C(=O)N[C@]2(C)O[C@@]3(O)[C@@H]4CCCN4C(=O)[C@H](Cc4ccccc4)N3C2=O)C=C2c3cccc4[nH]cc(c34)C[C@H]21. The result is 0 (non-substrate). (3) The compound is CCC(=O)O[C@]1(C(=O)SCF)[C@H](C)C[C@H]2[C@@H]3C[C@H](F)C4=CC(=O)C=C[C@]4(C)[C@@]3(F)[C@@H](O)C[C@@]21C. The result is 0 (non-substrate). (4) The drug is Nc1c(Br)cc(Br)cc1CNC1CCC(O)CC1. The result is 0 (non-substrate). (5) The drug is O=C1C(CC[S@@H](=O)c2ccccc2)C(=O)N(c2ccccc2)N1c1ccccc1. The result is 1 (substrate). (6) The compound is C/C=C/C[C@@H](C)C(=O)[C@H]1C(=O)N[C@@H](C(C)C)C(=O)N(C)CC(=O)N(C)[C@@H](CC(C)C)C(=O)N[C@H](C(C)C)C(=O)N(C)[C@@H](CC(C)C)C(=O)N[C@@H](C)C(=O)N[C@H](C)C(=O)N(C)[C@@H](CC(C)C)C(=O)N(C)[C@@H](CC(C)C)C(=O)N(C)[C@@H](C(C)C)C(=O)N1C. The result is 0 (non-substrate). (7) The molecule is CN1CCN(C2=Nc3cc(F)ccc3Cc3ccccc32)CC1. The result is 0 (non-substrate).